From a dataset of Reaction yield outcomes from USPTO patents with 853,638 reactions. Predict the reaction yield, written as a fraction of the theoretical maximum amount of product (1.0 means a 100% yield; for example, 0.34 means a 34% yield). (1) The reactants are [C:1]([C:5]1[CH:6]=[C:7]([CH:10]=[C:11]([C:14]([CH3:17])([CH3:16])[CH3:15])[C:12]=1[OH:13])[CH:8]=[O:9])([CH3:4])([CH3:3])[CH3:2].C(N(CC)C(C)C)(C)C.Cl[CH2:28][O:29][CH2:30]OCOCCl.OC1C=CC=CC=1C=O. The catalyst is ClCCCl. The product is [CH3:28][O:29][CH2:30][O:13][C:12]1[C:5]([C:1]([CH3:4])([CH3:3])[CH3:2])=[CH:6][C:7]([CH:8]=[O:9])=[CH:10][C:11]=1[C:14]([CH3:17])([CH3:16])[CH3:15]. The yield is 1.00. (2) The reactants are C1C=CC(P(C2C=CC=CC=2)C2C=CC=CC=2)=CC=1.[I:20]I.N1C=CN=C1.[Cl:27][C:28]1[CH:33]=[CH:32][C:31]([O:34][C:35]2[CH:42]=[CH:41][C:40]([CH2:43][CH2:44]O)=[CH:39][C:36]=2[C:37]#[N:38])=[CH:30][C:29]=1[C:46]([F:49])([F:48])[F:47]. The catalyst is C(Cl)Cl. The product is [Cl:27][C:28]1[CH:33]=[CH:32][C:31]([O:34][C:35]2[CH:42]=[CH:41][C:40]([CH2:43][CH2:44][I:20])=[CH:39][C:36]=2[C:37]#[N:38])=[CH:30][C:29]=1[C:46]([F:49])([F:48])[F:47]. The yield is 0.840. (3) The reactants are [Na].[N:2]#[C:3][NH2:4].[C:5]1([N:11]=[C:12]=[S:13])[CH:10]=[CH:9][CH:8]=[CH:7][CH:6]=1.Br[CH2:15][C:16]([C:18]1[CH:23]=[CH:22][CH:21]=[C:20]([N+:24]([O-:26])=[O:25])[CH:19]=1)=[O:17]. The catalyst is CO.O. The product is [NH2:2][C:3]1[N:4]=[C:12]([NH:11][C:5]2[CH:10]=[CH:9][CH:8]=[CH:7][CH:6]=2)[S:13][C:15]=1[C:16]([C:18]1[CH:23]=[CH:22][CH:21]=[C:20]([N+:24]([O-:26])=[O:25])[CH:19]=1)=[O:17]. The yield is 0.520. (4) The reactants are Br[C:2]1[CH:3]=[CH:4][C:5]([O:10][CH3:11])=[C:6]([CH:9]=1)[CH:7]=[O:8].C(=O)([O-])[O-].[Na+].[Na+].C(B(CC)[C:21]1[CH:22]=[N:23][CH:24]=[CH:25][CH:26]=1)C. The catalyst is COCCOC. The product is [CH3:11][O:10][C:5]1[CH:4]=[C:3]([C:21]2[CH:22]=[N:23][CH:24]=[CH:25][CH:26]=2)[CH:2]=[CH:9][C:6]=1[CH:7]=[O:8]. The yield is 0.0657.